Dataset: NCI-60 drug combinations with 297,098 pairs across 59 cell lines. Task: Regression. Given two drug SMILES strings and cell line genomic features, predict the synergy score measuring deviation from expected non-interaction effect. (1) Drug 1: C1C(C(OC1N2C=NC3=C(N=C(N=C32)Cl)N)CO)O. Drug 2: CC12CCC3C(C1CCC2OP(=O)(O)O)CCC4=C3C=CC(=C4)OC(=O)N(CCCl)CCCl.[Na+]. Cell line: MDA-MB-231. Synergy scores: CSS=45.6, Synergy_ZIP=-8.02, Synergy_Bliss=-6.42, Synergy_Loewe=-46.3, Synergy_HSA=-3.63. (2) Cell line: UACC62. Drug 1: C1=NC2=C(N1)C(=S)N=C(N2)N. Drug 2: C1=CC=C(C=C1)NC(=O)CCCCCCC(=O)NO. Synergy scores: CSS=35.7, Synergy_ZIP=-6.90, Synergy_Bliss=-5.39, Synergy_Loewe=-3.82, Synergy_HSA=-1.96. (3) Synergy scores: CSS=2.92, Synergy_ZIP=-0.770, Synergy_Bliss=0.130, Synergy_Loewe=0.571, Synergy_HSA=-0.457. Drug 1: C1CCN(CC1)CCOC2=CC=C(C=C2)C(=O)C3=C(SC4=C3C=CC(=C4)O)C5=CC=C(C=C5)O. Drug 2: CC1=C(N=C(N=C1N)C(CC(=O)N)NCC(C(=O)N)N)C(=O)NC(C(C2=CN=CN2)OC3C(C(C(C(O3)CO)O)O)OC4C(C(C(C(O4)CO)O)OC(=O)N)O)C(=O)NC(C)C(C(C)C(=O)NC(C(C)O)C(=O)NCCC5=NC(=CS5)C6=NC(=CS6)C(=O)NCCC[S+](C)C)O. Cell line: SN12C. (4) Drug 1: C1=CC(=CC=C1CC(C(=O)O)N)N(CCCl)CCCl.Cl. Drug 2: CS(=O)(=O)CCNCC1=CC=C(O1)C2=CC3=C(C=C2)N=CN=C3NC4=CC(=C(C=C4)OCC5=CC(=CC=C5)F)Cl. Cell line: SF-539. Synergy scores: CSS=9.59, Synergy_ZIP=-4.57, Synergy_Bliss=2.82, Synergy_Loewe=-0.00627, Synergy_HSA=0.747. (5) Drug 1: C1=CC(=C2C(=C1NCCNCCO)C(=O)C3=C(C=CC(=C3C2=O)O)O)NCCNCCO. Drug 2: C1=CN(C(=O)N=C1N)C2C(C(C(O2)CO)O)O.Cl. Cell line: BT-549. Synergy scores: CSS=52.9, Synergy_ZIP=-1.31, Synergy_Bliss=2.47, Synergy_Loewe=4.82, Synergy_HSA=7.46. (6) Drug 1: C#CCC(CC1=CN=C2C(=N1)C(=NC(=N2)N)N)C3=CC=C(C=C3)C(=O)NC(CCC(=O)O)C(=O)O. Drug 2: C1C(C(OC1N2C=NC3=C2NC=NCC3O)CO)O. Cell line: HOP-92. Synergy scores: CSS=2.62, Synergy_ZIP=-0.324, Synergy_Bliss=-0.696, Synergy_Loewe=2.43, Synergy_HSA=-1.68. (7) Drug 2: CC1=C(C(=CC=C1)Cl)NC(=O)C2=CN=C(S2)NC3=CC(=NC(=N3)C)N4CCN(CC4)CCO. Synergy scores: CSS=17.9, Synergy_ZIP=9.52, Synergy_Bliss=6.88, Synergy_Loewe=-9.16, Synergy_HSA=-4.52. Cell line: M14. Drug 1: C1=CC(=CC=C1CCC2=CNC3=C2C(=O)NC(=N3)N)C(=O)NC(CCC(=O)O)C(=O)O.